Task: Predict the product of the given reaction.. Dataset: Forward reaction prediction with 1.9M reactions from USPTO patents (1976-2016) (1) The product is: [C:16]1([C:2]2[C:3]([C:11]([O:13][CH2:14][CH3:15])=[O:12])=[CH:4][N:5]3[C:10]=2[CH:9]=[CH:8][CH:7]=[CH:6]3)[CH:21]=[CH:20][CH:19]=[CH:18][CH:17]=1. Given the reactants Br[C:2]1[C:3]([C:11]([O:13][CH2:14][CH3:15])=[O:12])=[CH:4][N:5]2[C:10]=1[CH:9]=[CH:8][CH:7]=[CH:6]2.[C:16]1(B(O)O)[CH:21]=[CH:20][CH:19]=[CH:18][CH:17]=1.OP([O-])(O)=O.[K+].[O-]P([O-])([O-])=O.[K+].[K+].[K+], predict the reaction product. (2) The product is: [NH2:1][C:4]1[CH:28]=[CH:27][C:7]([O:8][C@H:9]([C@H:14]2[O:22][C@H:21]3[C@H:17]([N:18]=[C:19]([NH:23][CH3:24])[S:20]3)[C@@H:16]([OH:25])[C@@H:15]2[OH:26])[C:10]([F:11])([F:12])[F:13])=[CH:6][CH:5]=1. Given the reactants [N+:1]([C:4]1[CH:28]=[CH:27][C:7]([O:8][C@H:9]([C@H:14]2[O:22][C@H:21]3[C@H:17]([N:18]=[C:19]([NH:23][CH3:24])[S:20]3)[C@@H:16]([OH:25])[C@@H:15]2[OH:26])[C:10]([F:13])([F:12])[F:11])=[CH:6][CH:5]=1)([O-])=O, predict the reaction product. (3) The product is: [CH3:23][O:22][C:20]1[CH:19]=[C:18]2[C:14]([CH:15]=[CH:16][NH:17]2)=[C:13]([CH:6]([C:7]2[CH:12]=[CH:11][CH:10]=[CH:9][CH:8]=2)[CH2:5][CH:4]=[O:3])[CH:21]=1. Given the reactants C([O:3][C:4](=O)[CH2:5][CH:6]([C:13]1[CH:21]=[C:20]([O:22][CH3:23])[CH:19]=[C:18]2[C:14]=1[CH:15]=[CH:16][NH:17]2)[C:7]1[CH:12]=[CH:11][CH:10]=[CH:9][CH:8]=1)C.CC(C[AlH]CC(C)C)C.CCO.C([O-])(O)=O.[Na+], predict the reaction product. (4) The product is: [NH2:1][C:4]1[CH:13]=[CH:12][CH:11]=[C:10]2[C:5]=1[CH2:6][CH2:7][C:8](=[O:14])[NH:9]2. Given the reactants [N+:1]([C:4]1[CH:13]=[CH:12][CH:11]=[C:10]2[C:5]=1[CH:6]=[CH:7][C:8](=[O:14])[NH:9]2)([O-])=O, predict the reaction product. (5) Given the reactants C[Si]([C:5]#[N:6])(C)C.[CH3:7]N(C)C(Cl)=O.C[C:14]1[CH:22]=[N+:21]([O-])[CH:20]=[CH:19][C:15]=1[C:16]([O-:18])=[O:17], predict the reaction product. The product is: [C:5]([C:20]1[CH:19]=[C:15]([CH:14]=[CH:22][N:21]=1)[C:16]([O:18][CH3:7])=[O:17])#[N:6]. (6) Given the reactants [F:1][C:2]1([F:11])[CH2:7][CH2:6][CH:5]([C:8](O)=[O:9])[CH2:4][CH2:3]1.[BH4-].[Na+].B(F)(F)F.CCOCC.CCO, predict the reaction product. The product is: [F:1][C:2]1([F:11])[CH2:7][CH2:6][CH:5]([CH2:8][OH:9])[CH2:4][CH2:3]1. (7) Given the reactants [OH:1][CH2:2][C:3]1[CH:4]=[C:5]([CH:16]=[CH:17][CH:18]=1)[CH2:6][CH:7]([C:12]([O:14][CH3:15])=[O:13])[C:8]([O:10][CH3:11])=[O:9].[Cl:19][C:20]1[CH:21]=[C:22]([N:26]=[C:27]=[O:28])[CH:23]=[CH:24][CH:25]=1, predict the reaction product. The product is: [Cl:19][C:20]1[CH:21]=[C:22]([CH:23]=[CH:24][CH:25]=1)[NH:26][C:27]([O:1][CH2:2][C:3]1[CH:4]=[C:5]([CH:16]=[CH:17][CH:18]=1)[CH2:6][CH:7]([C:8]([O:10][CH3:11])=[O:9])[C:12]([O:14][CH3:15])=[O:13])=[O:28].